Dataset: Forward reaction prediction with 1.9M reactions from USPTO patents (1976-2016). Task: Predict the product of the given reaction. Given the reactants [CH:1]1([C@@:7]([C:27]([OH:29])=[O:28])([CH3:26])[NH:8][C:9]([O:11][CH2:12][CH:13]2[C:25]3[CH:24]=[CH:23][CH:22]=[CH:21][C:20]=3[C:19]3[C:14]2=[CH:15][CH:16]=[CH:17][CH:18]=3)=[O:10])[CH2:6][CH2:5][CH2:4][CH2:3][CH2:2]1.[N+](=[CH2:32])=[N-].C(O)(=O)C, predict the reaction product. The product is: [CH:1]1([C@@:7]([C:27]([O:29][CH3:32])=[O:28])([CH3:26])[NH:8][C:9]([O:11][CH2:12][CH:13]2[C:14]3[CH:15]=[CH:16][CH:17]=[CH:18][C:19]=3[C:20]3[C:25]2=[CH:24][CH:23]=[CH:22][CH:21]=3)=[O:10])[CH2:6][CH2:5][CH2:4][CH2:3][CH2:2]1.